Predict the reactants needed to synthesize the given product. From a dataset of Full USPTO retrosynthesis dataset with 1.9M reactions from patents (1976-2016). Given the product [C:6]([N:5]1[CH:4]=[CH:3][N:2]=[CH:1]1)([N:2]1[CH:3]=[CH:4][N:5]=[CH:1]1)=[O:7], predict the reactants needed to synthesize it. The reactants are: [CH:1]1[N:5]([CH2:6][O:7]CCO)[C:4]2N=C(N)N=C(O)[C:3]=2[N:2]=1.